Dataset: Forward reaction prediction with 1.9M reactions from USPTO patents (1976-2016). Task: Predict the product of the given reaction. (1) Given the reactants [CH2:1]([O:3][C:4]([C:6]1[C:15]([CH3:16])=[C:9]2[C:10](=[O:14])[NH:11][CH2:12][CH2:13][N:8]2[N:7]=1)=O)[CH3:2].Cl[C:18]1[C:19](CO)=NN2CCN[C:23](=O)[C:22]=12.ClC1C(COC2C=CC=CC=2)=NN2CCNC(=O)C=12, predict the reaction product. The product is: [CH3:16][C:15]1[C:6]([CH2:4][O:3][C:1]2[CH:23]=[CH:22][CH:18]=[CH:19][CH:2]=2)=[N:7][N:8]2[CH2:13][CH2:12][NH:11][C:10](=[O:14])[C:9]=12. (2) The product is: [F:21][C:20]1[C:2]([C:28]2[CH:27]=[CH:26][C:25]([O:24][C:23]([F:22])([F:34])[F:35])=[CH:30][CH:29]=2)=[CH:3][C:4]([CH2:5][N:6]([CH:15]([CH3:17])[CH3:16])[C:7]([C:9]2[N:10]=[CH:11][N:12]([CH3:14])[CH:13]=2)=[O:8])=[CH:18][CH:19]=1. Given the reactants Br[C:2]1[CH:3]=[C:4]([CH:18]=[CH:19][C:20]=1[F:21])[CH2:5][N:6]([CH:15]([CH3:17])[CH3:16])[C:7]([C:9]1[N:10]=[CH:11][N:12]([CH3:14])[CH:13]=1)=[O:8].[F:22][C:23]([F:35])([F:34])[O:24][C:25]1[CH:30]=[CH:29][C:28](B(O)O)=[CH:27][CH:26]=1.C(=O)([O-])[O-].[K+].[K+].CN(C)C=O, predict the reaction product. (3) Given the reactants [C:1]([C:5]1[N:10]=[CH:9][N:8]=[C:7]([NH2:11])[CH:6]=1)([CH3:4])([CH3:3])[CH3:2].C(N(C(C)C)C(C)C)C.[C:21](Cl)(=[O:29])[O:22][C:23]1[CH:28]=[CH:27][CH:26]=[CH:25][CH:24]=1, predict the reaction product. The product is: [C:1]([C:5]1[N:10]=[CH:9][N:8]=[C:7]([NH:11][C:21](=[O:29])[O:22][C:23]2[CH:28]=[CH:27][CH:26]=[CH:25][CH:24]=2)[CH:6]=1)([CH3:4])([CH3:2])[CH3:3]. (4) Given the reactants [C:1]([C:5]1[CH:10]=[CH:9][CH:8]=[CH:7][C:6]=1[OH:11])([CH3:4])([CH3:3])[CH3:2].CC(C)([O-])C.[K+].[Cl:18][C:19]1[N:20]=[N:21][C:22]([Cl:27])=[CH:23][C:24]=1[O:25][CH3:26].[Cl-].[NH4+], predict the reaction product. The product is: [C:1]([C:5]1[CH:10]=[CH:9][CH:8]=[CH:7][C:6]=1[O:11][C:19]1[N:20]=[N:21][C:22]([Cl:27])=[CH:23][C:24]=1[O:25][CH3:26])([CH3:4])([CH3:2])[CH3:3].[C:1]([C:5]1[CH:10]=[CH:9][CH:8]=[CH:7][C:6]=1[O:11][C:22]1[N:21]=[N:20][C:19]([Cl:18])=[C:24]([O:25][CH3:26])[CH:23]=1)([CH3:4])([CH3:2])[CH3:3]. (5) Given the reactants [F:1][C:2]([F:16])([F:15])[C:3]1[C:4]([NH2:14])=[C:5]([NH2:13])[CH:6]=[C:7]([C:9]([F:12])([F:11])[F:10])[CH:8]=1.N1C=CC=CC=1.Cl[C:24](=[O:31])[CH2:25][C:26]([O:28][CH2:29][CH3:30])=[O:27], predict the reaction product. The product is: [NH2:14][C:4]1[C:3]([C:2]([F:15])([F:16])[F:1])=[CH:8][C:7]([C:9]([F:12])([F:11])[F:10])=[CH:6][C:5]=1[NH:13][C:24](=[O:31])[CH2:25][C:26]([O:28][CH2:29][CH3:30])=[O:27]. (6) Given the reactants [NH2:1][C:2]1[CH:15]=[CH:14][C:5]2[C:6]([CH3:13])([CH3:12])[NH:7][C:8](=[O:11])[CH2:9][CH2:10][C:4]=2[CH:3]=1.Cl[C:17]1[N:22]=[C:21]([NH:23][C:24]2[C:33]([F:34])=[CH:32][CH:31]=[CH:30][C:25]=2[C:26]([NH:28][CH3:29])=[O:27])[C:20]([Cl:35])=[CH:19][N:18]=1, predict the reaction product. The product is: [NH2:7][C:8](=[O:11])[CH2:9][CH2:10][C:4]1[CH:3]=[C:2]([NH:1][C:17]2[N:22]=[C:21]([NH:23][C:24]3[C:33]([F:34])=[CH:32][CH:31]=[CH:30][C:25]=3[C:26]([NH:28][CH3:29])=[O:27])[C:20]([Cl:35])=[CH:19][N:18]=2)[CH:15]=[CH:14][C:5]=1[C:6]([CH3:13])=[CH2:12]. (7) Given the reactants [Br:1][C:2]1[CH:15]=[CH:14][C:13]2[O:12][C:11]3[C:6](=[CH:7]C(OC)=[CH:9][CH:10]=3)[C:5](=O)[C:4]=2[CH:3]=1.[CH2:19]1COCC1.C[Mg+].[Br-].[CH2:27]([Cl:29])Cl, predict the reaction product. The product is: [Br:1][C:2]1[CH:15]=[CH:14][C:13]2[O:12][C:11]3[C:6](=[CH:7][C:27]([Cl:29])=[CH:9][CH:10]=3)[C:5](=[CH2:19])[C:4]=2[CH:3]=1. (8) Given the reactants C([O:8][C:9](=[O:50])[C@@H:10]([NH:35][C:36](=[O:49])[C@@H:37]([NH:45][C:46](=[O:48])[CH3:47])[CH2:38][C:39]1[CH:44]=[CH:43][CH:42]=[CH:41][CH:40]=1)[CH2:11][C:12]1[CH:17]=[CH:16][C:15]([N:18]2[CH2:22][C:21](=[O:23])[N:20]([CH2:24][C:25]3[CH:30]=[CH:29][C:28]([O:31][CH3:32])=[CH:27][CH:26]=3)[S:19]2(=[O:34])=[O:33])=[CH:14][CH:13]=1)C1C=CC=CC=1, predict the reaction product. The product is: [C:46]([NH:45][C@@H:37]([CH2:38][C:39]1[CH:44]=[CH:43][CH:42]=[CH:41][CH:40]=1)[C:36]([NH:35][C@@H:10]([CH2:11][C:12]1[CH:13]=[CH:14][C:15]([N:18]2[CH2:22][C:21](=[O:23])[N:20]([CH2:24][C:25]3[CH:26]=[CH:27][C:28]([O:31][CH3:32])=[CH:29][CH:30]=3)[S:19]2(=[O:34])=[O:33])=[CH:16][CH:17]=1)[C:9]([OH:50])=[O:8])=[O:49])(=[O:48])[CH3:47]. (9) The product is: [CH3:7][C:8]1[C:12]([CH3:13])=[C:33]([CH3:27])[CH:34]([CH3:36])[C:9]=1[C:10]1[CH:25]=[CH:17][CH:21]=[C:20]2[C:1]=1[NH:2][CH2:24][CH2:18][CH2:19]2. Given the reactants [C:1](=O)([O-])[NH2:2].[Li+].O1[CH2:10][CH2:9][CH2:8][CH2:7]1.[Li][C:12](C)(C)[CH3:13].C[C:17]1([CH3:25])[CH2:21][CH2:20][C:19](=O)[C:18]1([CH3:24])C.Cl.[C:27](=O)([O-])[O-].[Na+].[Na+].[CH3:33][C:34]([CH3:36])=O, predict the reaction product.